This data is from Catalyst prediction with 721,799 reactions and 888 catalyst types from USPTO. The task is: Predict which catalyst facilitates the given reaction. (1) Reactant: [F:1][C:2]1[CH:7]=[CH:6][C:5]([CH2:8][C:9](=[O:11])[CH3:10])=[CH:4][CH:3]=1.BrBr.[Cl:14][C:15]1[CH:23]=[C:22]2[C:18]([CH:19]=[N:20][N:21]2[C:24]2[CH:29]=[CH:28][C:27]([F:30])=[CH:26][CH:25]=2)=[CH:17][C:16]=1[OH:31].C(=O)([O-])[O-].[K+].[K+]. Product: [Cl:14][C:15]1[CH:23]=[C:22]2[C:18]([CH:19]=[N:20][N:21]2[C:24]2[CH:25]=[CH:26][C:27]([F:30])=[CH:28][CH:29]=2)=[CH:17][C:16]=1[O:31][CH:8]([C:5]1[CH:4]=[CH:3][C:2]([F:1])=[CH:7][CH:6]=1)[C:9]([CH3:10])=[O:11]. The catalyst class is: 168. (2) Reactant: [Cl:1][C:2]1[NH:3][C:4]2[CH:10]=[CH:9][CH:8]=[CH:7][C:5]=2[N:6]=1.[OH-].[Na+].S(OC)(O[CH3:17])(=O)=O. Product: [Cl:1][C:2]1[N:6]([CH3:17])[C:5]2[CH:7]=[CH:8][CH:9]=[CH:10][C:4]=2[N:3]=1. The catalyst class is: 6. (3) Reactant: [CH3:1][C:2](=[O:10])[CH2:3][C:4](=[O:9])[CH2:5][CH2:6][CH2:7][CH3:8].[H-].[Na+].Br[CH2:14][C:15]([O:17][CH2:18][CH3:19])=[O:16]. Product: [C:2]([CH:3]([C:4](=[O:9])[CH2:5][CH2:6][CH2:7][CH3:8])[CH2:14][C:15]([O:17][CH2:18][CH3:19])=[O:16])(=[O:10])[CH3:1]. The catalyst class is: 9. (4) Reactant: [Cl:1][CH2:2][CH2:3][CH2:4][C:5]([C:7]1[CH:12]=[CH:11][C:10]([O:13][CH3:14])=[CH:9][CH:8]=1)=O. Product: [Cl:1][CH2:2][CH2:3][CH2:4][CH2:5][C:7]1[CH:8]=[CH:9][C:10]([O:13][CH3:14])=[CH:11][CH:12]=1. The catalyst class is: 457. (5) Reactant: [C:1]([O:5][C:6]([N:8]1[CH2:16][C@@H:15]2[C@H:10]([O:11][CH2:12][C:13]3[N:14]2[N:17]=[N:18][C:19]=3[C:20]2[CH2:21][CH2:22][O:23][CH2:24][CH:25]=2)[CH2:9]1)=[O:7])([CH3:4])([CH3:3])[CH3:2].C([O-])=O.[NH4+].C(Cl)Cl.O. Product: [C:1]([O:5][C:6]([N:8]1[CH2:16][C@@H:15]2[C@H:10]([O:11][CH2:12][C:13]3[N:14]2[N:17]=[N:18][C:19]=3[CH:20]2[CH2:21][CH2:22][O:23][CH2:24][CH2:25]2)[CH2:9]1)=[O:7])([CH3:4])([CH3:2])[CH3:3]. The catalyst class is: 403. (6) Reactant: [CH2:1]([C:3]1[CH:4]=[N:5][C:6]([NH:9][CH2:10][CH2:11][C:12]2[CH:17]=[CH:16][C:15]([OH:18])=[CH:14][CH:13]=2)=[N:7][CH:8]=1)[CH3:2].Br[CH:20]([CH3:26])[C:21]([O:23][CH2:24][CH3:25])=[O:22].C([O-])([O-])=O.[Cs+].[Cs+]. Product: [CH2:1]([C:3]1[CH:4]=[N:5][C:6]([NH:9][CH2:10][CH2:11][C:12]2[CH:13]=[CH:14][C:15]([O:18][CH:20]([CH3:26])[C:21]([O:23][CH2:24][CH3:25])=[O:22])=[CH:16][CH:17]=2)=[N:7][CH:8]=1)[CH3:2]. The catalyst class is: 23. (7) Reactant: [F:1][C:2]1[C:11]2[O:10][CH2:9][CH:8]([NH:12][CH2:13][CH2:14][CH2:15][C:16]3[C:24]4[C:19](=[CH:20][C:21]([F:25])=[CH:22][CH:23]=4)[NH:18][CH:17]=3)[CH2:7][C:6]=2[C:5]([C:26]([NH2:28])=[O:27])=[CH:4][CH:3]=1.[CH:29]1([CH:32]=O)[CH2:31][CH2:30]1.C(O)(=O)C.C([BH3-])#N.[Na+]. Product: [CH:29]1([CH2:32][N:12]([CH2:13][CH2:14][CH2:15][C:16]2[C:24]3[C:19](=[CH:20][C:21]([F:25])=[CH:22][CH:23]=3)[NH:18][CH:17]=2)[CH:8]2[CH2:7][C:6]3[C:5]([C:26]([NH2:28])=[O:27])=[CH:4][CH:3]=[C:2]([F:1])[C:11]=3[O:10][CH2:9]2)[CH2:31][CH2:30]1. The catalyst class is: 5. (8) Reactant: [CH2:1]1[C:10]2[C:5](=[CH:6][CH:7]=[CH:8][CH:9]=2)[CH2:4][CH2:3][N:2]1[CH2:11][CH:12]([OH:23])[CH2:13][O:14][C:15]1[CH:16]=[C:17]([CH:20]=[CH:21][CH:22]=1)[CH:18]=O.[O:24]1[CH2:29][CH2:28][CH:27]([NH2:30])[CH2:26][CH2:25]1.[BH-](OC(C)=O)(OC(C)=O)OC(C)=O.[Na+]. Product: [CH2:1]1[C:10]2[C:5](=[CH:6][CH:7]=[CH:8][CH:9]=2)[CH2:4][CH2:3][N:2]1[CH2:11][CH:12]([OH:23])[CH2:13][O:14][C:15]1[CH:22]=[CH:21][CH:20]=[C:17]([CH2:18][NH:30][CH:27]2[CH2:28][CH2:29][O:24][CH2:25][CH2:26]2)[CH:16]=1. The catalyst class is: 2.